This data is from Full USPTO retrosynthesis dataset with 1.9M reactions from patents (1976-2016). The task is: Predict the reactants needed to synthesize the given product. Given the product [F:30][C:29]1[CH:28]=[CH:27][CH:26]=[C:25]([F:31])[C:24]=1[CH2:23][N:7]1[C:6]2=[N:5][N:4]([C:32]3[CH:33]=[CH:34][C:35]([N+:38]([O-:40])=[O:39])=[CH:36][CH:37]=3)[C:3]([CH2:2][N:42]([CH3:43])[CH3:41])=[C:11]2[C:10](=[O:12])[N:9]([C:13]2[CH:18]=[CH:17][CH:16]=[C:15]([O:19][CH3:20])[C:14]=2[F:21])[C:8]1=[O:22], predict the reactants needed to synthesize it. The reactants are: Br[CH2:2][C:3]1[N:4]([C:32]2[CH:37]=[CH:36][C:35]([N+:38]([O-:40])=[O:39])=[CH:34][CH:33]=2)[N:5]=[C:6]2[C:11]=1[C:10](=[O:12])[N:9]([C:13]1[CH:18]=[CH:17][CH:16]=[C:15]([O:19][CH3:20])[C:14]=1[F:21])[C:8](=[O:22])[N:7]2[CH2:23][C:24]1[C:29]([F:30])=[CH:28][CH:27]=[CH:26][C:25]=1[F:31].[CH3:41][NH:42][CH3:43].